From a dataset of Catalyst prediction with 721,799 reactions and 888 catalyst types from USPTO. Predict which catalyst facilitates the given reaction. Reactant: [C:1](=O)([O-])[O-].[K+].[K+].CC(C)=O.[CH3:11][C:12]1([CH3:30])[C:16]([CH3:18])([CH3:17])[O:15][B:14]([C:19]2[CH:24]=[CH:23][CH:22]=[CH:21][C:20]=2[NH:25][S:26]([CH3:29])(=[O:28])=[O:27])[O:13]1.IC. Product: [CH3:1][N:25]([C:20]1[CH:21]=[CH:22][CH:23]=[CH:24][C:19]=1[B:14]1[O:13][C:12]([CH3:30])([CH3:11])[C:16]([CH3:17])([CH3:18])[O:15]1)[S:26]([CH3:29])(=[O:28])=[O:27]. The catalyst class is: 4.